From a dataset of Catalyst prediction with 721,799 reactions and 888 catalyst types from USPTO. Predict which catalyst facilitates the given reaction. (1) Reactant: [C:1]1([S:7]([CH3:9])=[O:8])[CH:6]=[CH:5][CH:4]=[CH:3][CH:2]=1.N1C=CC=CC=1.[Br:16]Br. Product: [C:1]1([S:7]([CH2:9][Br:16])=[O:8])[CH:6]=[CH:5][CH:4]=[CH:3][CH:2]=1. The catalyst class is: 10. (2) Reactant: [CH:1]1([C:6]([OH:8])=[O:7])[CH2:5][CH2:4][CH2:3][CH2:2]1.[CH2:9](O)[CH3:10].S(=O)(=O)(O)O. Product: [CH2:9]([O:7][C:6]([CH:1]1[CH2:5][CH2:4][CH2:3][CH2:2]1)=[O:8])[CH3:10]. The catalyst class is: 6. (3) Reactant: [NH:1]1[C:9]2[C:4](=[C:5]([NH:10][C:11]3[N:23]=[CH:22][C:21]([CH:24]4[CH2:26][CH2:25]4)=[CH:20][C:12]=3[C:13]([O:15][C:16]([CH3:19])([CH3:18])[CH3:17])=[O:14])[CH:6]=[CH:7][CH:8]=2)[CH:3]=[CH:2]1.CC(C)([O-])C.[K+].Br[CH2:34][CH:35]1[CH2:40][CH2:39][CH2:38][CH2:37][CH2:36]1.O. Product: [CH:35]1([CH2:34][N:1]2[C:9]3[C:4](=[C:5]([NH:10][C:11]4[N:23]=[CH:22][C:21]([CH:24]5[CH2:26][CH2:25]5)=[CH:20][C:12]=4[C:13]([O:15][C:16]([CH3:18])([CH3:19])[CH3:17])=[O:14])[CH:6]=[CH:7][CH:8]=3)[CH:3]=[CH:2]2)[CH2:40][CH2:39][CH2:38][CH2:37][CH2:36]1. The catalyst class is: 42. (4) Reactant: [C:1]([O:5][C:6](=[O:28])[NH:7][C:8]1[CH:13]=[CH:12][CH:11]=[CH:10][C:9]=1[NH:14][C:15]1[N:20]=[C:19]([N:21]2[CH2:26][CH2:25][NH:24][CH2:23][CH2:22]2)[C:18]([Cl:27])=[CH:17][N:16]=1)([CH3:4])([CH3:3])[CH3:2].[N:29]([C:32]1[CH:37]=[CH:36][CH:35]=[C:34]([C:38]([F:41])([F:40])[F:39])[CH:33]=1)=[C:30]=[O:31].C(N(CC)CC)C. Product: [C:1]([O:5][C:6](=[O:28])[NH:7][C:8]1[CH:13]=[CH:12][CH:11]=[CH:10][C:9]=1[NH:14][C:15]1[N:20]=[C:19]([N:21]2[CH2:26][CH2:25][N:24]([C:30](=[O:31])[NH:29][C:32]3[CH:37]=[CH:36][CH:35]=[C:34]([C:38]([F:39])([F:41])[F:40])[CH:33]=3)[CH2:23][CH2:22]2)[C:18]([Cl:27])=[CH:17][N:16]=1)([CH3:4])([CH3:2])[CH3:3]. The catalyst class is: 2. (5) Reactant: Br[C:2]1[CH:11]=[CH:10][C:5]2[C:6]([NH2:9])=[N:7][O:8][C:4]=2[CH:3]=1.CC1(C)C(C)(C)OB([C:20]2[CH:25]=[CH:24][C:23]([C:26]3[NH:30][C:29]([C@@H:31]4[CH2:35][CH2:34][CH2:33][N:32]4[C:36]([O:38][C:39]([CH3:42])([CH3:41])[CH3:40])=[O:37])=[N:28][CH:27]=3)=[CH:22][CH:21]=2)O1.C([O-])(O)=O.[Na+].O.CCOC(C)=O. Product: [NH2:9][C:6]1[C:5]2[CH:10]=[CH:11][C:2]([C:20]3[CH:21]=[CH:22][C:23]([C:26]4[NH:30][C:29]([C@@H:31]5[CH2:35][CH2:34][CH2:33][N:32]5[C:36]([O:38][C:39]([CH3:42])([CH3:41])[CH3:40])=[O:37])=[N:28][CH:27]=4)=[CH:24][CH:25]=3)=[CH:3][C:4]=2[O:8][N:7]=1. The catalyst class is: 104. (6) Reactant: [Br:1][C:2]1[CH:3]=[C:4]2[C:8](=[CH:9][C:10]=1[N+:11]([O-:13])=[O:12])[NH:7][N:6]=[CH:5]2.[Cl:14][O-].[Na+]. Product: [Br:1][C:2]1[CH:3]=[C:4]2[C:8](=[CH:9][C:10]=1[N+:11]([O-:13])=[O:12])[NH:7][N:6]=[C:5]2[Cl:14]. The catalyst class is: 14. (7) Reactant: [N+:1]([O-:4])(O)=[O:2].C(OC(=O)C)(=O)C.[O:12]=[C:13]1[N:22]2[C:17]([CH:18]=[CH:19][CH:20]=[CH:21]2)=[CH:16][CH:15]=[C:14]1[C:23]([O:25][CH2:26][CH3:27])=[O:24]. The catalyst class is: 13. Product: [N+:1]([C:16]1[CH:15]=[C:14]([C:23]([O:25][CH2:26][CH3:27])=[O:24])[C:13](=[O:12])[N:22]2[C:17]=1[CH:18]=[CH:19][CH:20]=[CH:21]2)([O-:4])=[O:2].